This data is from Catalyst prediction with 721,799 reactions and 888 catalyst types from USPTO. The task is: Predict which catalyst facilitates the given reaction. (1) Reactant: [CH3:1][O:2][C:3]1[C@H:4]([CH:11]([CH3:13])[CH3:12])[N:5]=[C:6]([O:9][CH3:10])[CH2:7][N:8]=1.C([Li])CCC.[F:19][C:20]1[CH:27]=[C:26]([C:28]([F:31])([F:30])[F:29])[CH:25]=[CH:24][C:21]=1[CH2:22]Br. Product: [CH3:10][O:9][C:6]1[C@@H:7]([CH2:22][C:21]2[CH:24]=[CH:25][C:26]([C:28]([F:29])([F:31])[F:30])=[CH:27][C:20]=2[F:19])[N:8]=[C:3]([O:2][CH3:1])[C@H:4]([CH:11]([CH3:13])[CH3:12])[N:5]=1. The catalyst class is: 7. (2) Reactant: [CH:1]([N:4]1[C:8]([C:9]2[N:10]=[C:11]3[CH2:17][CH2:16][O:15][C:14]4[CH:18]=[C:19]([C:22]([O:24]C)=[O:23])[CH:20]=[N:21][C:13]=4[N:12]3[CH:26]=2)=[CH:7][CH:6]=[N:5]1)([CH3:3])[CH3:2].[Li+].[OH-].Cl. Product: [CH:1]([N:4]1[C:8]([C:9]2[N:10]=[C:11]3[CH2:17][CH2:16][O:15][C:14]4[CH:18]=[C:19]([C:22]([OH:24])=[O:23])[CH:20]=[N:21][C:13]=4[N:12]3[CH:26]=2)=[CH:7][CH:6]=[N:5]1)([CH3:3])[CH3:2]. The catalyst class is: 111. (3) Reactant: [CH3:1][C:2]([CH3:32])([CH3:31])[CH2:3][C:4]1[N:5]=[C:6]([C:15]([CH2:17][C:18]2[CH:23]=[CH:22][C:21]([C:24]3[CH:29]=[CH:28][C:27]([F:30])=[CH:26][N:25]=3)=[CH:20][CH:19]=2)=[CH2:16])[N:7]([S:9]([N:12]([CH3:14])[CH3:13])(=[O:11])=[O:10])[CH:8]=1. Product: [CH3:1][C:2]([CH3:31])([CH3:32])[CH2:3][C:4]1[N:5]=[C:6]([CH:15]([CH3:16])[CH2:17][C:18]2[CH:23]=[CH:22][C:21]([C:24]3[CH:29]=[CH:28][C:27]([F:30])=[CH:26][N:25]=3)=[CH:20][CH:19]=2)[N:7]([S:9]([N:12]([CH3:14])[CH3:13])(=[O:10])=[O:11])[CH:8]=1. The catalyst class is: 105. (4) Reactant: Cl.[Cl:2][C:3]1[C:10]([CH3:11])=[C:9]([N:12]2[C:16](=[O:17])[C:15]3([CH2:21][CH2:20][CH2:19][CH:18]3[CH2:22][O:23]COC)[N:14]([CH3:27])[C:13]2=[O:28])[CH:8]=[CH:7][C:4]=1[C:5]#[N:6]. Product: [Cl:2][C:3]1[C:10]([CH3:11])=[C:9]([N:12]2[C:16](=[O:17])[C:15]3([CH2:21][CH2:20][CH2:19][CH:18]3[CH2:22][OH:23])[N:14]([CH3:27])[C:13]2=[O:28])[CH:8]=[CH:7][C:4]=1[C:5]#[N:6]. The catalyst class is: 5. (5) Reactant: [CH3:1][C:2]1[CH:7]=[C:6]([CH3:8])[CH:5]=[CH:4][C:3]=1[N:9]([CH2:20][CH:21]([CH3:23])[CH3:22])[S:10]([C:13]1[CH:18]=[CH:17][C:16]([OH:19])=[CH:15][CH:14]=1)(=[O:12])=[O:11].O[CH2:25][C:26]1[NH:31][C:30](=[O:32])[NH:29][C:28](=[O:33])[CH:27]=1.C1(P(C2C=CC=CC=2)C2C=CC=CC=2)C=CC=CC=1.N(C(OC(C)C)=O)=NC(OC(C)C)=O. Product: [CH3:1][C:2]1[CH:7]=[C:6]([CH3:8])[CH:5]=[CH:4][C:3]=1[N:9]([CH2:20][CH:21]([CH3:23])[CH3:22])[S:10]([C:13]1[CH:18]=[CH:17][C:16]([O:19][CH2:25][C:26]2[NH:31][C:30](=[O:32])[NH:29][C:28](=[O:33])[CH:27]=2)=[CH:15][CH:14]=1)(=[O:12])=[O:11]. The catalyst class is: 7. (6) Reactant: [Cl:1][C:2]1[CH:3]=[C:4]([S:8][C:9]2[C:17]3[C:12](=[N:13][CH:14]=[N:15][C:16]=3[NH2:18])[N:11]([CH:19]3[CH2:22][NH:21][CH2:20]3)[N:10]=2)[CH:5]=[CH:6][CH:7]=1.N1C=CC=CC=1.[CH2:29]([N:31]=[C:32]=[O:33])[CH3:30]. Product: [CH2:29]([NH:31][C:32]([N:21]1[CH2:20][CH:19]([N:11]2[C:12]3=[N:13][CH:14]=[N:15][C:16]([NH2:18])=[C:17]3[C:9]([S:8][C:4]3[CH:5]=[CH:6][CH:7]=[C:2]([Cl:1])[CH:3]=3)=[N:10]2)[CH2:22]1)=[O:33])[CH3:30]. The catalyst class is: 35.